This data is from Forward reaction prediction with 1.9M reactions from USPTO patents (1976-2016). The task is: Predict the product of the given reaction. (1) Given the reactants [O:1]=[CH:2][C@@H:3]([C@H:5]([C@@H:7]([C@@H:9]([CH2:11][OH:12])[OH:10])[OH:8])[OH:6])[OH:4].[O:13]=[O:14], predict the reaction product. The product is: [OH:13][OH:14].[O:1]=[C:2]([OH:13])[C@@H:3]([C@H:5]([C@@H:7]([C@@H:9]([CH2:11][OH:12])[OH:10])[OH:8])[OH:6])[OH:4]. (2) Given the reactants COC1C=C(CC(Cl)=O)C=CC=1.CC1[N:19]=C(C2N=C3N=C(N)C=CN3C=2C2C=CN=C(SC)N=2)C=CC=1.COC1C=CC=CC=1CC(Cl)=O.[CH3:50][O:51][C:52]1[CH:53]=[C:54]([CH2:58][C:59]([NH:61][C:62]2[CH:67]=[CH:66][N:65]3[C:68]([C:78]4[CH:83]=[CH:82][N:81]=[C:80](SC)[N:79]=4)=[C:69]([C:71]4[CH:76]=[CH:75][CH:74]=[C:73]([CH3:77])[N:72]=4)[N:70]=[C:64]3[N:63]=2)=[O:60])[CH:55]=[CH:56][CH:57]=1, predict the reaction product. The product is: [NH2:19][C:80]1[N:79]=[C:78]([C:68]2[N:65]3[CH:66]=[CH:67][C:62]([NH:61][C:59](=[O:60])[CH2:58][C:54]4[CH:55]=[CH:56][CH:57]=[C:52]([O:51][CH3:50])[CH:53]=4)=[N:63][C:64]3=[N:70][C:69]=2[C:71]2[CH:76]=[CH:75][CH:74]=[C:73]([CH3:77])[N:72]=2)[CH:83]=[CH:82][N:81]=1. (3) The product is: [F:1][C:2]1[C:3]([CH3:19])=[C:4]([C@:9]2([C:15]([O:17][CH3:18])=[O:16])[CH2:13][CH2:12][C:11](=[O:14])[CH2:10]2)[CH:5]=[CH:6][C:7]=1[F:8]. Given the reactants [F:1][C:2]1[C:3]([CH3:19])=[C:4]([C@:9]2([C:15]([O:17][CH3:18])=[O:16])[CH2:13][CH2:12][C@H:11]([OH:14])[CH2:10]2)[CH:5]=[CH:6][C:7]=1[F:8].CC(OI1(OC(C)=O)(OC(C)=O)OC(=O)C2C=CC=CC1=2)=O, predict the reaction product. (4) Given the reactants ClC1C=CC(N)=NC=1.[NH2:9][C:10]1[CH:15]=[CH:14][C:13]([F:16])=[CH:12][N:11]=1.[I:17]I, predict the reaction product. The product is: [NH2:9][C:10]1[C:15]([I:17])=[CH:14][C:13]([F:16])=[CH:12][N:11]=1. (5) Given the reactants [CH3:1][O:2][C:3](=[O:21])[CH:4]=[CH:5][C:6]1[CH:11]=[CH:10][CH:9]=[C:8]([CH2:12][NH:13]C(OC(C)(C)C)=O)[CH:7]=1.[ClH:22].O1CCOCC1, predict the reaction product. The product is: [ClH:22].[CH3:1][O:2][C:3](=[O:21])[CH:4]=[CH:5][C:6]1[CH:11]=[CH:10][CH:9]=[C:8]([CH2:12][NH2:13])[CH:7]=1. (6) The product is: [F:17][C:14]1[CH:15]=[CH:16][C:11]([C@@H:9]([NH:8][C:6]2[N:5]=[C:4]([NH:18][C:19]3[CH:24]=[N:23][CH:22]=[CH:21][N:20]=3)[CH:3]=[C:2]([O:73][CH2:67][CH:68]3[CH2:69][CH2:70][CH2:71][O:72]3)[N:7]=2)[CH3:10])=[CH:12][CH:13]=1. Given the reactants Cl[C:2]1[N:7]=[C:6]([NH:8][C@H:9]([C:11]2[CH:16]=[CH:15][C:14]([F:17])=[CH:13][CH:12]=2)[CH3:10])[N:5]=[C:4]([NH:18][C:19]2[CH:24]=[N:23][CH:22]=[CH:21][N:20]=2)[CH:3]=1.P([O-])([O-])([O-])=O.[K+].[K+].[K+].C1(P(C2CCCCC2)C2C=CC=CC=2C2C(C(C)C)=CC(C(C)C)=CC=2C(C)C)CCCCC1.[CH2:67]([OH:73])[CH:68]1[O:72][CH2:71][CH2:70][CH2:69]1, predict the reaction product. (7) Given the reactants Cl[C:2]1[N:10]=[C:9](Cl)[CH:8]=[CH:7][C:3]=1[C:4]([NH2:6])=[O:5].[O:12]([C:19]1[CH:24]=[CH:23][C:22]([OH:25])=[CH:21][CH:20]=1)[C:13]1[CH:18]=[CH:17][CH:16]=[CH:15][CH:14]=1.C(O[C:31]([NH:33][CH2:34][C:35]1[S:39][C:38](B(O)O)=[CH:37][CH:36]=1)=[O:32])(C)(C)C.[C:43](Cl)(=O)[CH:44]=C, predict the reaction product. The product is: [C:31]([NH:33][CH2:34][C:35]1[S:39][C:38]([C:9]2[CH:8]=[CH:7][C:3]([C:4]([NH2:6])=[O:5])=[C:2]([O:25][C:22]3[CH:21]=[CH:20][C:19]([O:12][C:13]4[CH:18]=[CH:17][CH:16]=[CH:15][CH:14]=4)=[CH:24][CH:23]=3)[N:10]=2)=[CH:37][CH:36]=1)(=[O:32])[CH:43]=[CH2:44]. (8) Given the reactants [Cl:1][C:2]1[C:3]([CH3:12])=[C:4]([S:8](Cl)(=[O:10])=[O:9])[CH:5]=[CH:6][CH:7]=1.[NH2:13][C:14]1[N:19]=[C:18]([CH2:20][C:21]([O:23][CH2:24][CH3:25])=[O:22])[CH:17]=[CH:16][CH:15]=1, predict the reaction product. The product is: [Cl:1][C:2]1[C:3]([CH3:12])=[C:4]([S:8]([NH:13][C:14]2[N:19]=[C:18]([CH2:20][C:21]([O:23][CH2:24][CH3:25])=[O:22])[CH:17]=[CH:16][CH:15]=2)(=[O:10])=[O:9])[CH:5]=[CH:6][CH:7]=1.